Dataset: Peptide-MHC class II binding affinity with 134,281 pairs from IEDB. Task: Regression. Given a peptide amino acid sequence and an MHC pseudo amino acid sequence, predict their binding affinity value. This is MHC class II binding data. The peptide sequence is PANDKFTVFEAAFNNAIKAS. The MHC is HLA-DQA10301-DQB10302 with pseudo-sequence HLA-DQA10301-DQB10302. The binding affinity (normalized) is 0.394.